This data is from Catalyst prediction with 721,799 reactions and 888 catalyst types from USPTO. The task is: Predict which catalyst facilitates the given reaction. (1) Reactant: [C:1]([C:4]1[CH:9]=[CH:8][CH:7]=[CH:6][CH:5]=1)(=[O:3])[CH3:2].[Br:10][C:11]1[CH:18]=[CH:17][C:14]([CH:15]=O)=[CH:13][CH:12]=1.[OH-].[K+]. Product: [Br:10][C:11]1[CH:18]=[CH:17][C:14](/[CH:15]=[CH:2]/[C:1]([C:4]2[CH:9]=[CH:8][CH:7]=[CH:6][CH:5]=2)=[O:3])=[CH:13][CH:12]=1. The catalyst class is: 88. (2) Reactant: C(OC([NH:8][C@@H:9]1[CH2:11][C@H:10]1[C:12]1[CH:13]=[C:14]([C:18]([OH:20])=O)[S:15][C:16]=1[CH3:17])=O)(C)(C)C.[CH3:21][C:22]1[S:26][C:25]([NH2:27])=[N:24][N:23]=1.F[P-](F)(F)(F)(F)F.N1(OC(N(C)C)=[N+](C)C)C2N=CC=CC=2N=N1.Cl.C(OCC)(=O)C. Product: [NH2:8][C@@H:9]1[CH2:11][C@H:10]1[C:12]1[CH:13]=[C:14]([C:18]([NH:27][C:25]2[S:26][C:22]([CH3:21])=[N:23][N:24]=2)=[O:20])[S:15][C:16]=1[CH3:17]. The catalyst class is: 851. (3) Reactant: [Br:1][C:2]1[CH:7]=[CH:6][C:5]([NH:8][C:9](=[O:11])[CH3:10])=[CH:4][C:3]=1[OH:12].C(=O)([O-])[O-].[K+].[K+].Cl.Cl[CH2:21][CH2:22][N:23]1[CH2:28][CH2:27][CH2:26][CH2:25][CH2:24]1. Product: [Br:1][C:2]1[CH:7]=[CH:6][C:5]([NH:8][C:9](=[O:11])[CH3:10])=[CH:4][C:3]=1[O:12][CH2:21][CH2:22][N:23]1[CH2:28][CH2:27][CH2:26][CH2:25][CH2:24]1. The catalyst class is: 21. (4) The catalyst class is: 5. Reactant: Cl.Cl.[CH:3]1([S:6]([C:9]2[CH:15]=[CH:14][C:12]([NH2:13])=[CH:11][C:10]=2[CH2:16][NH:17][CH3:18])(=[O:8])=[O:7])[CH2:5][CH2:4]1.[C:19](=[O:35])([O:28][CH2:29][CH2:30][Si:31]([CH3:34])([CH3:33])[CH3:32])ON1C(=O)CCC1=O.CCN(C(C)C)C(C)C. Product: [NH2:13][C:12]1[CH:14]=[CH:15][C:9]([S:6]([CH:3]2[CH2:5][CH2:4]2)(=[O:8])=[O:7])=[C:10]([CH:11]=1)[CH2:16][N:17]([CH3:18])[C:19](=[O:35])[O:28][CH2:29][CH2:30][Si:31]([CH3:32])([CH3:33])[CH3:34]. (5) Reactant: [Cl:1][CH2:2][C:3]1[CH:11]=[CH:10][C:6]([C:7]([OH:9])=O)=[CH:5][N:4]=1.[NH2:12][C:13]1[S:14][C:15]([N:23]2[CH2:28][CH2:27][O:26][CH2:25][CH2:24]2)=[C:16]([C:18]2[O:19][CH:20]=[CH:21][CH:22]=2)[N:17]=1.C1CN([P+](ON2N=NC3C=CC=CC2=3)(N2CCCC2)N2CCCC2)CC1.F[P-](F)(F)(F)(F)F.C(N(CC)CC)C. Product: [Cl:1][CH2:2][C:3]1[CH:11]=[CH:10][C:6]([C:7]([NH:12][C:13]2[S:14][C:15]([N:23]3[CH2:24][CH2:25][O:26][CH2:27][CH2:28]3)=[C:16]([C:18]3[O:19][CH:20]=[CH:21][CH:22]=3)[N:17]=2)=[O:9])=[CH:5][N:4]=1. The catalyst class is: 18.